From a dataset of Catalyst prediction with 721,799 reactions and 888 catalyst types from USPTO. Predict which catalyst facilitates the given reaction. (1) Reactant: [CH3:1][C:2]1([CH3:14])[CH2:6][C:5](=[O:7])[C:4]([C:8]2[N:12]([CH3:13])[N:11]=[CH:10][CH:9]=2)=[CH:3]1. Product: [CH3:1][C:2]1([CH3:14])[CH2:6][C:5](=[O:7])[CH:4]([C:8]2[N:12]([CH3:13])[N:11]=[CH:10][CH:9]=2)[CH2:3]1. The catalyst class is: 178. (2) Reactant: [C:1]([O:5][C:6](=[O:50])[NH:7][C:8]1[CH:13]=[C:12]([F:14])[CH:11]=[CH:10][C:9]=1[C:15]1[CH:24]=[CH:23][C:22]2[C:17](=[CH:18][CH:19]=[C:20]([O:25]CC3C=CC=CC=3)[CH:21]=2)[C:16]=1[C:33](=[O:49])[C:34]1[CH:39]=[CH:38][C:37]([O:40][CH2:41][CH2:42][N:43]2[CH2:48][CH2:47][CH2:46][CH2:45][CH2:44]2)=[CH:36][CH:35]=1)([CH3:4])([CH3:3])[CH3:2].C([O-])=O.[NH4+].CO. Product: [C:1]([O:5][C:6](=[O:50])[NH:7][C:8]1[CH:13]=[C:12]([F:14])[CH:11]=[CH:10][C:9]=1[C:15]1[CH:24]=[CH:23][C:22]2[C:17](=[CH:18][CH:19]=[C:20]([OH:25])[CH:21]=2)[C:16]=1[C:33](=[O:49])[C:34]1[CH:39]=[CH:38][C:37]([O:40][CH2:41][CH2:42][N:43]2[CH2:48][CH2:47][CH2:46][CH2:45][CH2:44]2)=[CH:36][CH:35]=1)([CH3:4])([CH3:2])[CH3:3]. The catalyst class is: 63. (3) Reactant: [F:1][C:2]1[CH:3]=[C:4]([CH:7]=[CH:8][C:9]=1F)[C:5]#[N:6].C(=O)([O-])[O-].[K+].[K+].[NH:17]1[CH2:22][CH2:21][CH2:20][C@@H:19]([NH:23][C:24]2[CH:29]=[CH:28][N:27]=[C:26]([C:30]3[N:34]4[CH:35]=[C:36]([C:39]#[N:40])[CH:37]=[CH:38][C:33]4=[N:32][CH:31]=3)[N:25]=2)[CH2:18]1. Product: [C:5]([C:4]1[CH:7]=[CH:8][C:9]([N:17]2[CH2:22][CH2:21][CH2:20][C@@H:19]([NH:23][C:24]3[CH:29]=[CH:28][N:27]=[C:26]([C:30]4[N:34]5[CH:35]=[C:36]([C:39]#[N:40])[CH:37]=[CH:38][C:33]5=[N:32][CH:31]=4)[N:25]=3)[CH2:18]2)=[C:2]([F:1])[CH:3]=1)#[N:6]. The catalyst class is: 3. (4) Reactant: [NH2:1][C:2]1[C:3]2[N:4]([C:8]([C@H:12]3[CH2:17][N:16]([C:18]([O:20][CH2:21][C:22]4[CH:27]=[CH:26][CH:25]=[CH:24][CH:23]=4)=[O:19])[C@H:15]([CH2:28][O:29][CH3:30])[CH2:14][CH2:13]3)=[N:9][C:10]=2Br)[CH:5]=[CH:6][N:7]=1.CC1(C)C(C)(C)OB([C:39]2[CH:57]=[CH:56][C:42]([C:43]([NH:45][C:46]3[CH:51]=[C:50]([C:52]([F:55])([F:54])[F:53])[CH:49]=[CH:48][N:47]=3)=[O:44])=[CH:41][CH:40]=2)O1.C([O-])([O-])=O.[K+].[K+]. The catalyst class is: 117. Product: [NH2:1][C:2]1[C:3]2[N:4]([C:8]([C@H:12]3[CH2:17][N:16]([C:18]([O:20][CH2:21][C:22]4[CH:27]=[CH:26][CH:25]=[CH:24][CH:23]=4)=[O:19])[C@H:15]([CH2:28][O:29][CH3:30])[CH2:14][CH2:13]3)=[N:9][C:10]=2[C:39]2[CH:57]=[CH:56][C:42]([C:43](=[O:44])[NH:45][C:46]3[CH:51]=[C:50]([C:52]([F:53])([F:54])[F:55])[CH:49]=[CH:48][N:47]=3)=[CH:41][CH:40]=2)[CH:5]=[CH:6][N:7]=1. (5) The catalyst class is: 1. Reactant: [CH:1]([C:4]1[CH:9]=[CH:8][N:7]=[C:6]([C:10]#[N:11])[CH:5]=1)([CH3:3])[CH3:2].[H-].[H-].[H-].[H-].[Li+].[Al+3]. Product: [CH:1]([C:4]1[CH:9]=[CH:8][N:7]=[C:6]([CH2:10][NH2:11])[CH:5]=1)([CH3:3])[CH3:2]. (6) Reactant: [CH:1]([NH2:4])([CH3:3])[CH3:2].CN(C)C=O.[CH2:10]=[C:11]([C:16]([F:19])([F:18])[F:17])[C:12]([F:15])([F:14])[F:13]. Product: [CH:1]([NH:4][CH2:10][CH:11]([C:16]([F:19])([F:18])[F:17])[C:12]([F:15])([F:14])[F:13])([CH3:3])[CH3:2]. The catalyst class is: 6.